The task is: Predict which catalyst facilitates the given reaction.. This data is from Catalyst prediction with 721,799 reactions and 888 catalyst types from USPTO. Reactant: [CH3:1][C:2]1[C:3]([C:16]([C:18]2[CH:23]=[CH:22]C(C#N)=[CH:20][CH:19]=2)=[O:17])=[CH:4][C:5]2[C:6]([CH3:15])([CH3:14])[CH:7]=[CH:8][C:9]([CH3:13])([CH3:12])[C:10]=2[CH:11]=1.[OH-:26].[K+].CO[CH2:30][CH2:31][OH:32]. Product: [CH3:1][C:2]1[C:3]([C:16]([C:18]2[CH:23]=[CH:22][C:30]([C:31]([OH:32])=[O:26])=[CH:20][CH:19]=2)=[O:17])=[CH:4][C:5]2[C:6]([CH3:15])([CH3:14])[CH:7]=[CH:8][C:9]([CH3:13])([CH3:12])[C:10]=2[CH:11]=1. The catalyst class is: 6.